From a dataset of Catalyst prediction with 721,799 reactions and 888 catalyst types from USPTO. Predict which catalyst facilitates the given reaction. (1) Reactant: [CH2:1]([CH:8]1[C:16]2[C:11](=[CH:12][CH:13]=[CH:14][CH:15]=2)[CH:10]=[CH:9]1)[C:2]1[CH:7]=[CH:6][CH:5]=[CH:4][CH:3]=1.[OH-].[K+].[CH3:19][C:20]([CH3:22])=O.P(=O)(O)(O)O. The catalyst class is: 7. Product: [CH2:1]([C:8]1[C:16]2[C:11](=[CH:12][CH:13]=[CH:14][CH:15]=2)[C:10](=[C:20]([CH3:22])[CH3:19])[CH:9]=1)[C:2]1[CH:7]=[CH:6][CH:5]=[CH:4][CH:3]=1. (2) Reactant: [NH2:1][C:2]1[N:10]=[C:9]([O:11][CH2:12][CH2:13][O:14][CH3:15])[N:8]=[C:7]2[C:3]=1[N:4]=[C:5]([O:26]C)[N:6]2[CH2:16][C:17]1[CH:25]=[CH:24][C:20]([C:21]([O-])=[O:22])=[CH:19][CH:18]=1.O1CCOCC1.C(Cl)CCl.[OH:38][N:39]1[C:43](=[O:44])[CH2:42][CH2:41][C:40]1=[O:45]. Product: [NH2:1][C:2]1[N:10]=[C:9]([O:11][CH2:12][CH2:13][O:14][CH3:15])[N:8]=[C:7]2[C:3]=1[N:4]=[C:5]([OH:26])[N:6]2[CH2:16][C:17]1[CH:18]=[CH:19][C:20]([C:21]([O:38][N:39]2[C:43](=[O:44])[CH2:42][CH2:41][C:40]2=[O:45])=[O:22])=[CH:24][CH:25]=1. The catalyst class is: 4. (3) Reactant: [NH2:1][C:2]1[CH:7]=[CH:6][C:5]([C:8]2[S:31][C:11]3[N:12]([CH2:22][C:23]4[C:28]([F:29])=[CH:27][CH:26]=[CH:25][C:24]=4[F:30])[CH:13]=[C:14]([C:17](=[O:21])[CH:18]([CH3:20])[CH3:19])[C:15](=[O:16])[C:10]=3[C:9]=2[CH2:32][N:33]([CH2:35][C:36]2[CH:41]=[CH:40][CH:39]=[CH:38][CH:37]=2)[CH3:34])=[CH:4][CH:3]=1.C(N(C(C)C)CC)(C)C.[OH:51][C:52]1([C:55](O)=[O:56])[CH2:54][CH2:53]1.F[P-](F)(F)(F)(F)F.N1(O[P+](N(C)C)(N(C)C)N(C)C)C2C=CC=CC=2N=N1. Product: [CH2:35]([N:33]([CH2:32][C:9]1[C:10]2[C:15](=[O:16])[C:14]([C:17](=[O:21])[CH:18]([CH3:20])[CH3:19])=[CH:13][N:12]([CH2:22][C:23]3[C:28]([F:29])=[CH:27][CH:26]=[CH:25][C:24]=3[F:30])[C:11]=2[S:31][C:8]=1[C:5]1[CH:4]=[CH:3][C:2]([NH:1][C:55]([C:52]2([OH:51])[CH2:54][CH2:53]2)=[O:56])=[CH:7][CH:6]=1)[CH3:34])[C:36]1[CH:37]=[CH:38][CH:39]=[CH:40][CH:41]=1. The catalyst class is: 4.